From a dataset of Forward reaction prediction with 1.9M reactions from USPTO patents (1976-2016). Predict the product of the given reaction. (1) Given the reactants [C:1]1([C:7]2[CH:16]=[CH:15][C:14]3[C:9](=[CH:10][C:11]([C:17]4[N:18]=[C:19]([CH2:27][CH:28]5[CH2:33][CH2:32][NH:31][CH2:30][CH2:29]5)[N:20]5[CH:25]=[CH:24][N:23]=[C:22]([NH2:26])[C:21]=45)=[CH:12][CH:13]=3)[N:8]=2)[CH:6]=[CH:5][CH:4]=[CH:3][CH:2]=1.CCN(C(C)C)C(C)C.[Cl:43][CH2:44][C:45](Cl)=[O:46], predict the reaction product. The product is: [NH2:26][C:22]1[C:21]2[N:20]([C:19]([CH2:27][CH:28]3[CH2:33][CH2:32][N:31]([C:45](=[O:46])[CH2:44][Cl:43])[CH2:30][CH2:29]3)=[N:18][C:17]=2[C:11]2[CH:10]=[C:9]3[C:14]([CH:15]=[CH:16][C:7]([C:1]4[CH:2]=[CH:3][CH:4]=[CH:5][CH:6]=4)=[N:8]3)=[CH:13][CH:12]=2)[CH:25]=[CH:24][N:23]=1. (2) Given the reactants [Cl:1][C:2]1[CH:12]=[CH:11][C:5]([O:6][CH2:7][C:8]([OH:10])=O)=[C:4]([NH:13][C:14]([NH2:16])=[O:15])[CH:3]=1.[F:17][C:18]1[CH:23]=[CH:22][C:21]([CH2:24][CH2:25][C@@H:26]2[O:31][CH2:30][CH:29]([CH3:32])[NH:28][CH2:27]2)=[CH:20][CH:19]=1.CCN=C=NCCCN(C)C.C1C=CC2N(O)N=NC=2C=1.CCN(C(C)C)C(C)C, predict the reaction product. The product is: [Cl:1][C:2]1[CH:12]=[CH:11][C:5]([O:6][CH2:7][C:8]([N:28]2[CH:29]([CH3:32])[CH2:30][O:31][C@@H:26]([CH2:25][CH2:24][C:21]3[CH:22]=[CH:23][C:18]([F:17])=[CH:19][CH:20]=3)[CH2:27]2)=[O:10])=[C:4]([NH:13][C:14]([NH2:16])=[O:15])[CH:3]=1.